From a dataset of Forward reaction prediction with 1.9M reactions from USPTO patents (1976-2016). Predict the product of the given reaction. (1) Given the reactants Cl[C:2]1[C:3]([NH2:9])=[N:4][CH:5]=[N:6][C:7]=1Cl.[NH2:10][CH2:11][C@@H:12]1[CH2:17][CH2:16][N:15]([C:18]([O:20]C(C)(C)C)=O)[CH2:14][C@H:13]1[OH:25].CC1(C)C(C)(C)OB([C:34]2[CH:48]=[CH:47][C:37]([O:38][C:39]3[CH:46]=[CH:45][C:42]([C:43]#[N:44])=[CH:41][CH:40]=3)=[CH:36][CH:35]=2)O1.[C:50](Cl)(=O)[CH:51]=C, predict the reaction product. The product is: [C:18]([N:15]1[CH2:16][CH2:17][C@@H:12]([CH2:11][NH:10][C:7]2[C:2]([C:34]3[CH:48]=[CH:47][C:37]([O:38][C:39]4[CH:46]=[CH:45][C:42]([C:43]#[N:44])=[CH:41][CH:40]=4)=[CH:36][CH:35]=3)=[C:3]([NH2:9])[N:4]=[CH:5][N:6]=2)[C@H:13]([OH:25])[CH2:14]1)(=[O:20])[CH:50]=[CH2:51]. (2) Given the reactants O=P12OP3(OP(OP(O3)(O1)=O)(=O)O2)=O.C[Si](C)(C)O[Si](C)(C)C.[C:24]([NH:32][NH:33][C:34]1[C:39]([C:40]([O:42][CH2:43][CH3:44])=[O:41])=[CH:38][N:37]=[C:36]([S:45][CH3:46])[N:35]=1)(=O)[C:25]1[CH:30]=[CH:29][CH:28]=[CH:27][CH:26]=1.O, predict the reaction product. The product is: [CH2:43]([O:42][C:40]([C:39]1[C:34]2[N:35]([C:24]([C:25]3[CH:30]=[CH:29][CH:28]=[CH:27][CH:26]=3)=[N:32][N:33]=2)[C:36]([S:45][CH3:46])=[N:37][CH:38]=1)=[O:41])[CH3:44]. (3) Given the reactants [CH3:1][C:2]1[C:3]([C:16]2[CH:17]=[C:18](C=[CH:22][C:23]=2[O:24]C)C=O)=[CH:4][C:5]2[C:6]([CH3:15])([CH3:14])[CH2:7][CH2:8][C:9]([CH3:13])([CH3:12])[C:10]=2[CH:11]=1.B(Br)(Br)Br.O.[CH3:31][C:32]([O-:34])=O.[Na+], predict the reaction product. The product is: [OH:24][C:23]1[CH:22]=[C:31]([CH:18]=[CH:17][C:16]=1[C:3]1[C:2]([CH3:1])=[CH:11][C:10]2[C:9]([CH3:13])([CH3:12])[CH2:8][CH2:7][C:6]([CH3:15])([CH3:14])[C:5]=2[CH:4]=1)[CH:32]=[O:34]. (4) The product is: [CH3:1][C:2]1[N:3]([C:20]2[CH:36]=[CH:35][C:23]([CH2:24][O:25][C:26]3([C:30]([OH:32])=[O:31])[CH2:29][CH2:28][CH2:27]3)=[CH:22][CH:21]=2)[C:4]2[C:9]([C:10]=1[C:11](=[O:19])[C:12]1[CH:13]=[CH:14][C:15]([CH3:18])=[CH:16][CH:17]=1)=[CH:8][CH:7]=[CH:6][CH:5]=2. Given the reactants [CH3:1][C:2]1[N:3]([C:20]2[CH:36]=[CH:35][C:23]([CH2:24][O:25][C:26]3([C:30]([O:32]CC)=[O:31])[CH2:29][CH2:28][CH2:27]3)=[CH:22][CH:21]=2)[C:4]2[C:9]([C:10]=1[C:11](=[O:19])[C:12]1[CH:17]=[CH:16][C:15]([CH3:18])=[CH:14][CH:13]=1)=[CH:8][CH:7]=[CH:6][CH:5]=2.C1COCC1.[OH-].[Na+], predict the reaction product. (5) Given the reactants Br[C:2]1[CH:11]=[C:10]2[C:5]([CH:6]=[C:7]([NH:12][C:13]([CH:15]3[CH2:17][CH2:16]3)=[O:14])[N:8]=[CH:9]2)=[CH:4][CH:3]=1.O1CCCC1.[CH:23]1([Mg]Cl)[CH2:28][CH2:27][CH2:26][CH2:25][CH2:24]1, predict the reaction product. The product is: [CH:23]1([C:2]2[CH:11]=[C:10]3[C:5]([CH:6]=[C:7]([NH:12][C:13]([CH:15]4[CH2:17][CH2:16]4)=[O:14])[N:8]=[CH:9]3)=[CH:4][CH:3]=2)[CH2:28][CH2:27][CH2:26][CH2:25][CH2:24]1. (6) Given the reactants Cl.[Cl:2][C:3]1[CH:4]=[C:5]([CH:43]=[CH:44][CH:45]=1)[CH2:6][N:7]1[CH:11]=[C:10]([C:12]2[C:20]3[C:15](=[N:16][CH:17]=[C:18]([C:21]4[CH:22]=[N:23][C:24]([N:27]5[CH2:32][CH2:31][NH:30][CH2:29][CH2:28]5)=[CH:25][CH:26]=4)[CH:19]=3)[N:14]([S:33]([C:36]3[CH:42]=[CH:41][C:39]([CH3:40])=[CH:38][CH:37]=3)(=[O:35])=[O:34])[CH:13]=2)[CH:9]=[N:8]1.[CH3:46][C@H:47]1[CH2:49][O:48]1.CCN(C(C)C)C(C)C, predict the reaction product. The product is: [Cl:2][C:3]1[CH:4]=[C:5]([CH:43]=[CH:44][CH:45]=1)[CH2:6][N:7]1[CH:11]=[C:10]([C:12]2[C:20]3[C:15](=[N:16][CH:17]=[C:18]([C:21]4[CH:26]=[CH:25][C:24]([N:27]5[CH2:32][CH2:31][N:30]([CH2:46][C@@H:47]([OH:48])[CH3:49])[CH2:29][CH2:28]5)=[N:23][CH:22]=4)[CH:19]=3)[N:14]([S:33]([C:36]3[CH:42]=[CH:41][C:39]([CH3:40])=[CH:38][CH:37]=3)(=[O:35])=[O:34])[CH:13]=2)[CH:9]=[N:8]1. (7) Given the reactants C(O[C:4]([C:6]1[N:7]([CH2:16][C:17]2[CH:22]=[CH:21][C:20]([O:23][CH3:24])=[CH:19][CH:18]=2)[C:8]2[C:13]([CH:14]=1)=[CH:12][C:11]([Br:15])=[CH:10][CH:9]=2)=[O:5])C.[F:25][C:26]1[CH:27]=[C:28]([CH:30]=[C:31]([F:33])[CH:32]=1)[NH2:29], predict the reaction product. The product is: [F:25][C:26]1[CH:27]=[C:28]([NH:29][C:4]([C:6]2[N:7]([CH2:16][C:17]3[CH:22]=[CH:21][C:20]([O:23][CH3:24])=[CH:19][CH:18]=3)[C:8]3[C:13]([CH:14]=2)=[CH:12][C:11]([Br:15])=[CH:10][CH:9]=3)=[O:5])[CH:30]=[C:31]([F:33])[CH:32]=1. (8) Given the reactants [C:1]([C:5]1[N:9]([CH2:10][CH:11]2[CH2:16][O:15][CH2:14][CH2:13][O:12]2)[C:8]2[CH:17]=[CH:18][C:19]([NH:21][C:22](=O)OC)=[CH:20][C:7]=2[N:6]=1)([CH3:4])([CH3:3])[CH3:2].Cl.CCOCC.[H-].[H-].[H-].[H-].[Li+].[Al+3].[C:38]([NH:41][C:42]1[CH:47]=[CH:46][C:45]([S:48](Cl)(=[O:50])=[O:49])=[CH:44][CH:43]=1)(=[O:40])[CH3:39], predict the reaction product. The product is: [C:1]([C:5]1[N:9]([CH2:10][CH:11]2[CH2:16][O:15][CH2:14][CH2:13][O:12]2)[C:8]2[CH:17]=[CH:18][C:19]([N:21]([CH3:22])[S:48]([C:45]3[CH:44]=[CH:43][C:42]([NH:41][C:38](=[O:40])[CH3:39])=[CH:47][CH:46]=3)(=[O:50])=[O:49])=[CH:20][C:7]=2[N:6]=1)([CH3:2])([CH3:4])[CH3:3]. (9) Given the reactants [NH2:1][C:2]1[C:11]2[C:6](=[C:7]([C:19]([OH:21])=O)[CH:8]=[C:9]([C:12]3[CH:17]=[CH:16][CH:15]=[C:14]([F:18])[CH:13]=3)[CH:10]=2)[N:5]=[CH:4][N:3]=1.[NH2:22][CH2:23][CH2:24][NH:25][C:26](=[O:28])[CH3:27].CN(C(ON1N=NC2C=CC=NC1=2)=[N+](C)C)C.F[P-](F)(F)(F)(F)F.C(N(CC)CC)C, predict the reaction product. The product is: [C:26]([NH:25][CH2:24][CH2:23][NH:22][C:19]([C:7]1[CH:8]=[C:9]([C:12]2[CH:17]=[CH:16][CH:15]=[C:14]([F:18])[CH:13]=2)[CH:10]=[C:11]2[C:6]=1[N:5]=[CH:4][N:3]=[C:2]2[NH2:1])=[O:21])(=[O:28])[CH3:27].